From a dataset of Catalyst prediction with 721,799 reactions and 888 catalyst types from USPTO. Predict which catalyst facilitates the given reaction. Reactant: [OH:1][C:2]1[CH:3]=[C:4]([CH:16]=[CH:17][C:18]=1[N+:19]([O-:21])=[O:20])[O:5][C:6]1[CH:11]=[CH:10][C:9]([CH2:12][C:13]([OH:15])=O)=[CH:8][CH:7]=1.[NH2:22][C:23]1[CH:28]=[CH:27][C:26]([Br:29])=[CH:25][N:24]=1.CC(C)N=C=NC(C)C.C1C=CC2N(O)N=NC=2C=1. Product: [Br:29][C:26]1[CH:27]=[CH:28][C:23]([NH:22][C:13](=[O:15])[CH2:12][C:9]2[CH:8]=[CH:7][C:6]([O:5][C:4]3[CH:16]=[CH:17][C:18]([N+:19]([O-:21])=[O:20])=[C:2]([OH:1])[CH:3]=3)=[CH:11][CH:10]=2)=[N:24][CH:25]=1. The catalyst class is: 239.